From a dataset of Catalyst prediction with 721,799 reactions and 888 catalyst types from USPTO. Predict which catalyst facilitates the given reaction. (1) Reactant: Br[C:2]1[CH:7]=[C:6]([N+:8]([O-:10])=[O:9])[CH:5]=[C:4]([O:11][CH3:12])[CH:3]=1.CC1(C)C2C(=C(P(C3C=CC=CC=3)C3C=CC=CC=3)C=CC=2)OC2C(P(C3C=CC=CC=3)C3C=CC=CC=3)=CC=CC1=2.[SH:55][CH2:56][CH2:57][OH:58]. Product: [CH3:12][O:11][C:4]1[CH:3]=[C:2]([S:55][CH2:56][CH2:57][OH:58])[CH:7]=[C:6]([N+:8]([O-:10])=[O:9])[CH:5]=1. The catalyst class is: 62. (2) Reactant: [O:1]1[CH2:4][CH:3]([CH:5]2[C:14]3[C:9](=[CH:10][CH:11]=[CH:12][CH:13]=3)[N:8]([CH2:15][C:16]([NH2:18])=O)[CH2:7][CH2:6]2)[CH2:2]1.[H-].[Al+3].[Li+].[H-].[H-].[H-].[OH-].[Na+].[O-]S([O-])(=O)=O.[Mg+2]. Product: [O:1]1[CH2:4][CH:3]([CH:5]2[C:14]3[C:9](=[CH:10][CH:11]=[CH:12][CH:13]=3)[N:8]([CH2:15][CH2:16][NH2:18])[CH2:7][CH2:6]2)[CH2:2]1. The catalyst class is: 20. (3) Reactant: [C:1]([C:4]1[S:5][CH:6]=[CH:7][CH:8]=1)(=[O:3])[CH3:2].[H-].[Na+].[F:11][C:12]([F:22])([F:21])[C:13]([F:20])([F:19])[C:14](OCC)=[O:15].S(=O)(=O)(O)O. Product: [F:19][C:13]([F:20])([C:12]([F:22])([F:21])[F:11])[C:14](=[O:15])[CH2:2][C:1]([C:4]1[S:5][CH:6]=[CH:7][CH:8]=1)=[O:3]. The catalyst class is: 11. (4) Reactant: [CH2:1]([O:17]CC1C=CC=CC=1)[CH2:2][CH2:3][CH2:4][CH2:5][CH2:6][CH2:7][CH2:8][CH2:9][CH2:10][CH2:11][CH2:12][CH2:13][CH2:14][CH:15]=[CH2:16].B(Cl)(Cl)Cl. Product: [CH2:1]([OH:17])[CH2:2][CH2:3][CH2:4][CH2:5][CH2:6][CH2:7][CH2:8][CH2:9][CH2:10][CH2:11][CH2:12][CH2:13][CH2:14][CH:15]=[CH2:16]. The catalyst class is: 2. (5) Reactant: [NH2:1][C:2]1[CH:10]=[C:9]([C:11]([F:14])([F:13])[F:12])[CH:8]=[CH:7][C:3]=1[C:4](O)=[O:5].[NH2:15][C:16](N)=[O:17]. Product: [F:12][C:11]([F:14])([F:13])[C:9]1[CH:10]=[C:2]2[C:3]([C:4](=[O:5])[NH:15][C:16](=[O:17])[NH:1]2)=[CH:7][CH:8]=1. The catalyst class is: 6. (6) Reactant: [O:1]1[CH2:5][CH2:4][NH:3][C:2]1=[O:6].[H-].[Na+].[Br:9][C:10]1[CH:11]=[CH:12][C:13](F)=[N:14][CH:15]=1. Product: [Br:9][C:10]1[CH:11]=[CH:12][C:13]([N:3]2[CH2:4][CH2:5][O:1][C:2]2=[O:6])=[N:14][CH:15]=1. The catalyst class is: 9. (7) Reactant: [CH:1]1([CH2:7][C@H:8]([NH:24][C:25]([C:27]2[O:28][CH:29]=[CH:30][CH:31]=2)=[O:26])[C:9](=[O:23])[NH:10][C@H:11]2[CH2:17][CH2:16][C@@H:15]([CH3:18])[N:14]([CH2:19][CH2:20][CH3:21])[CH2:13][C@@H:12]2[OH:22])[CH2:6][CH2:5][CH2:4][CH2:3][CH2:2]1.C(N(CC)CC)C. Product: [CH:1]1([CH2:7][C@H:8]([NH:24][C:25]([C:27]2[O:28][CH:29]=[CH:30][CH:31]=2)=[O:26])[C:9](=[O:23])[NH:10][C@H:11]2[CH2:17][CH2:16][C@@H:15]([CH3:18])[N:14]([CH2:19][CH2:20][CH3:21])[CH2:13][C:12]2=[O:22])[CH2:2][CH2:3][CH2:4][CH2:5][CH2:6]1. The catalyst class is: 58. (8) Reactant: C(OC([N:8]1[C:21]2[CH:20]=[CH:19][CH:18]=[C:17]([C:22]3[O:23][C:24]([N:29]4[CH2:34][CH2:33][O:32][CH2:31][CH2:30]4)=[CH:25][C:26](=[O:28])[CH:27]=3)[C:16]=2[S:15][C:14]2[C:9]1=[CH:10][CH:11]=[CH:12][CH:13]=2)=O)(C)(C)C.FC(F)(F)C(O)=O.C([O-])(O)=O.[Na+]. Product: [N:29]1([C:24]2[O:23][C:22]([C:17]3[C:16]4[S:15][C:14]5[C:9](=[CH:10][CH:11]=[CH:12][CH:13]=5)[NH:8][C:21]=4[CH:20]=[CH:19][CH:18]=3)=[CH:27][C:26](=[O:28])[CH:25]=2)[CH2:34][CH2:33][O:32][CH2:31][CH2:30]1. The catalyst class is: 2. (9) Reactant: [CH:1]1[C:10]2[C:5](=[CH:6][CH:7]=[CH:8][CH:9]=2)[CH:4]=[CH:3][C:2]=1[O:11][C:12]1[CH:13]=[C:14]([CH:17]=[CH:18][CH:19]=1)[C:15]#[N:16].C1COCC1.[H-].[Al+3].[Li+].[H-].[H-].[H-].[OH-].[Na+]. Product: [CH:1]1[C:10]2[C:5](=[CH:6][CH:7]=[CH:8][CH:9]=2)[CH:4]=[CH:3][C:2]=1[O:11][C:12]1[CH:13]=[C:14]([CH:17]=[CH:18][CH:19]=1)[CH2:15][NH2:16]. The catalyst class is: 97.